Dataset: Forward reaction prediction with 1.9M reactions from USPTO patents (1976-2016). Task: Predict the product of the given reaction. (1) Given the reactants [Si]([N:8]1[C:11](=[O:12])[C@H:10]([CH2:13][CH3:14])[C@H:9]1[C:15](O)=O)(C(C)(C)C)(C)C.F[P-](F)(F)(F)(F)F.C[N+:26](C)=C(N(C)C)ON1C2N=CC=CC=2N=N1.[C:42]([C:46]1[CH:47]=[C:48]([NH2:53])[C:49]([NH2:52])=[CH:50][CH:51]=1)([CH3:45])([CH3:44])[CH3:43], predict the reaction product. The product is: [NH2:26][C@H:9]([C:15]1[NH:53][C:48]2[CH:47]=[C:46]([C:42]([CH3:45])([CH3:43])[CH3:44])[CH:51]=[CH:50][C:49]=2[N:52]=1)[C@@H:10]([CH2:13][CH3:14])[C:11]([NH2:8])=[O:12]. (2) Given the reactants C([O:5][C:6](=[O:24])[C:7]1[CH:12]=[CH:11][C:10]([C:13]([N:15]2[CH2:20][CH2:19][CH2:18][CH2:17][CH2:16]2)=O)=[CH:9][C:8]=1[N+:21]([O-:23])=[O:22])(C)(C)C.[ClH:25].C([O-])([O-])=O.[K+].[K+], predict the reaction product. The product is: [ClH:25].[N+:21]([C:8]1[CH:9]=[C:10]([CH2:13][N:15]2[CH2:20][CH2:19][CH2:18][CH2:17][CH2:16]2)[CH:11]=[CH:12][C:7]=1[C:6]([OH:24])=[O:5])([O-:23])=[O:22].